Dataset: Catalyst prediction with 721,799 reactions and 888 catalyst types from USPTO. Task: Predict which catalyst facilitates the given reaction. (1) Reactant: [Cl:1][C:2]1[CH:7]=[CH:6][C:5]([O:8][CH2:9][CH:10]([CH3:12])[CH3:11])=[C:4](I)[CH:3]=1.C([Mg]Cl)(C)C.[B:19]([O-])([O-:21])[O-:20].Cl. Product: [Cl:1][C:2]1[CH:7]=[CH:6][C:5]([O:8][CH2:9][CH:10]([CH3:12])[CH3:11])=[C:4]([B:19]([OH:21])[OH:20])[CH:3]=1. The catalyst class is: 1. (2) Reactant: [C:1]([O:5][C:6](=[O:9])[NH:7][NH2:8])([CH3:4])([CH3:3])[CH3:2].C(=O)([O-])[O-].[K+].[K+].Br.Br[CH2:18][C:19]#[C:20][C:21]1[CH:22]=[N:23][CH:24]=[CH:25][CH:26]=1. Product: [C:1]([O:5][C:6]([NH:7][NH:8][CH2:18][C:19]#[C:20][C:21]1[CH:22]=[N:23][CH:24]=[CH:25][CH:26]=1)=[O:9])([CH3:4])([CH3:3])[CH3:2]. The catalyst class is: 369. (3) Product: [NH2:1][C:2]1[C:3]([C:16]([OH:18])=[O:17])=[N:4][C:5]([C:8]2[C:13]([F:14])=[CH:12][CH:11]=[CH:10][C:9]=2[F:15])=[CH:6][N:7]=1. The catalyst class is: 20. Reactant: [NH2:1][C:2]1[C:3]([C:16]([O:18]C)=[O:17])=[N:4][C:5]([C:8]2[C:13]([F:14])=[CH:12][CH:11]=[CH:10][C:9]=2[F:15])=[CH:6][N:7]=1.O.[OH-].[Li+].Cl. (4) Reactant: CO[C:3]([C:5]1[C:6]([OH:34])=[C:7]2[C:12](=[C:13]([C:15]3[CH:16]=[N:17][CH:18]=[CH:19][CH:20]=3)[N:14]=1)[N:11]([CH2:21][CH:22]([CH2:25][CH3:26])[CH2:23][CH3:24])[C:10](=[O:27])[C:9]([C:28]1[CH:33]=[CH:32][CH:31]=[CH:30][CH:29]=1)=[CH:8]2)=[O:4].[NH2:35][CH2:36][CH2:37][C:38]([OH:40])=[O:39].C[O-].[Na+]. Product: [CH2:25]([CH:22]([CH2:23][CH3:24])[CH2:21][N:11]1[C:12]2[C:7](=[C:6]([OH:34])[C:5]([C:3]([NH:35][CH2:36][CH2:37][C:38]([OH:40])=[O:39])=[O:4])=[N:14][C:13]=2[C:15]2[CH:16]=[N:17][CH:18]=[CH:19][CH:20]=2)[CH:8]=[C:9]([C:28]2[CH:33]=[CH:32][CH:31]=[CH:30][CH:29]=2)[C:10]1=[O:27])[CH3:26]. The catalyst class is: 250. (5) Reactant: [CH3:1][C:2]1([S:10]([C:13]2[CH:18]=[CH:17][CH:16]=[C:15]([C:19]([F:22])([F:21])[F:20])[CH:14]=2)(=[O:12])=[O:11])[CH2:7][CH2:6][O:5][CH:4]([CH2:8][OH:9])[CH2:3]1.[CH3:23][S:24](Cl)(=[O:26])=[O:25]. Product: [CH3:23][S:24]([O:9][CH2:8][CH:4]1[CH2:3][C:2]([CH3:1])([S:10]([C:13]2[CH:18]=[CH:17][CH:16]=[C:15]([C:19]([F:20])([F:22])[F:21])[CH:14]=2)(=[O:11])=[O:12])[CH2:7][CH2:6][O:5]1)(=[O:26])=[O:25]. The catalyst class is: 2.